From a dataset of Full USPTO retrosynthesis dataset with 1.9M reactions from patents (1976-2016). Predict the reactants needed to synthesize the given product. (1) Given the product [OH:1][C:2]([C:12]1[CH:13]=[CH:14][C:15]([O:18][CH2:22][C:23]2[CH:28]=[CH:27][CH:26]=[CH:25][C:24]=2[C:29]#[N:30])=[CH:16][CH:17]=1)([CH3:11])[CH2:3][NH:4][S:5]([CH:8]([CH3:10])[CH3:9])(=[O:7])=[O:6], predict the reactants needed to synthesize it. The reactants are: [OH:1][C:2]([C:12]1[CH:17]=[CH:16][C:15]([OH:18])=[CH:14][CH:13]=1)([CH3:11])[CH2:3][NH:4][S:5]([CH:8]([CH3:10])[CH3:9])(=[O:7])=[O:6].[H-].[Na+].Br[CH2:22][C:23]1[CH:28]=[CH:27][CH:26]=[CH:25][C:24]=1[C:29]#[N:30].N[C@H](C(O)=O)CC1C=C2C(C=CC=C2)=CC=1. (2) Given the product [F:1][C:2]1[CH:3]=[C:4]2[C:8](=[CH:9][CH:10]=1)[NH:7][CH:6]=[C:5]2[C@H:11]1[CH2:16][CH2:15][C@H:14]([N:17]([CH2:30][CH2:31][CH3:32])[CH:18]2[CH2:27][C:26]3[C:21](=[CH:22][CH:23]=[CH:24][C:25]=3[O:28][CH3:29])[O:20][CH2:19]2)[CH2:13][CH2:12]1, predict the reactants needed to synthesize it. The reactants are: [F:1][C:2]1[CH:3]=[C:4]2[C:8](=[CH:9][CH:10]=1)[NH:7][CH:6]=[C:5]2[C@H:11]1[CH2:16][CH2:15][C@H:14]([NH:17][CH:18]2[CH2:27][C:26]3[C:21](=[CH:22][CH:23]=[CH:24][C:25]=3[O:28][CH3:29])[O:20][CH2:19]2)[CH2:13][CH2:12]1.[CH:30](=O)[CH2:31][CH3:32].C(O)(=O)C.C([BH3-])#N.[Na+]. (3) Given the product [Br:1][C:2]1[CH:3]=[C:4]([NH2:11])[CH:5]=[C:6]([N+:8]([O-:10])=[O:9])[CH:7]=1, predict the reactants needed to synthesize it. The reactants are: [Br:1][C:2]1[CH:7]=[C:6]([N+:8]([O-:10])=[O:9])[CH:5]=[C:4]([N+:11]([O-])=O)[CH:3]=1.N1C=CC=CC=1.[NH4+]=S. (4) Given the product [C:1]1([CH:7]2[CH2:10][C:9](=[N:21][OH:22])[CH2:8]2)[CH:6]=[CH:5][CH:4]=[CH:3][CH:2]=1, predict the reactants needed to synthesize it. The reactants are: [C:1]1([CH:7]2[CH2:10][C:9](=O)[CH2:8]2)[CH:6]=[CH:5][CH:4]=[CH:3][CH:2]=1.CO.C(=O)([O-])[O-].[K+].[K+].Cl.[NH2:21][OH:22]. (5) Given the product [C:44]1([C@H:50]([O:52][C:25](=[O:34])[NH:22][C:12]2[N:8]([C:5]3[CH:4]=[CH:3][C:2]([Br:1])=[CH:7][CH:6]=3)[N:9]=[CH:10][C:11]=2[C:16]([F:17])([F:18])[F:19])[CH3:51])[CH:49]=[CH:48][CH:47]=[CH:46][CH:45]=1, predict the reactants needed to synthesize it. The reactants are: [Br:1][C:2]1[CH:7]=[CH:6][C:5]([N:8]2[C:12](C(O)=O)=[C:11]([C:16]([F:19])([F:18])[F:17])[CH:10]=[N:9]2)=[CH:4][CH:3]=1.C([N:22]([CH2:25]C)CC)C.C1(P(N=[N+]=[N-])(C2C=CC=CC=2)=[O:34])C=CC=CC=1.[C:44]1([C@H:50]([OH:52])[CH3:51])[CH:49]=[CH:48][CH:47]=[CH:46][CH:45]=1.